This data is from Forward reaction prediction with 1.9M reactions from USPTO patents (1976-2016). The task is: Predict the product of the given reaction. Given the reactants [Cl:1][C:2]1[CH:7]=[CH:6][N:5]=[C:4]([C:8]2[CH:9]=[C:10]([CH:13]([OH:15])[CH3:14])[S:11][CH:12]=2)[CH:3]=1.C1C=C[NH+]=CC=1.[O-][Cr](Cl)(=O)=O, predict the reaction product. The product is: [Cl:1][C:2]1[CH:7]=[CH:6][N:5]=[C:4]([C:8]2[CH:9]=[C:10]([C:13](=[O:15])[CH3:14])[S:11][CH:12]=2)[CH:3]=1.